This data is from Full USPTO retrosynthesis dataset with 1.9M reactions from patents (1976-2016). The task is: Predict the reactants needed to synthesize the given product. (1) Given the product [N:1]1([CH2:6][C:7]2[CH:8]=[CH:9][C:10]([C:11]([NH:13][C:14]3[C:15]4[CH:28]=[C:27]([C:29]([NH:31][N:32]([CH3:39])[C:33]5[CH:34]=[CH:35][CH:36]=[CH:37][CH:38]=5)=[O:30])[S:26][C:16]=4[NH:17][N:18]=3)=[O:12])=[CH:40][CH:41]=2)[CH2:4][CH2:3][CH2:2]1, predict the reactants needed to synthesize it. The reactants are: [NH:1]1[CH2:4][CH2:3][CH2:2]1.Cl[CH2:6][C:7]1[CH:41]=[CH:40][C:10]([C:11]([NH:13][C:14]2[C:15]3[CH:28]=[C:27]([C:29]([NH:31][N:32]([CH3:39])[C:33]4[CH:38]=[CH:37][CH:36]=[CH:35][CH:34]=4)=[O:30])[S:26][C:16]=3[N:17](C(OC(C)(C)C)=O)[N:18]=2)=[O:12])=[CH:9][CH:8]=1.ClCC1C=CC(C(NC2C3C=C(C(NN(C4C=CC(Cl)=CC=4)C)=O)SC=3N(C(OC(C)(C)C)=O)N=2)=O)=CC=1. (2) Given the product [CH3:1][S:2]([O:28][CH2:27][CH2:26][O:25][C:24]1[CH:29]=[CH:30][C:21]([C:20]#[C:19][C:16]2[CH:15]=[CH:14][C:13]([C:10]3[CH:9]=[CH:8][C:7]([Cl:6])=[CH:12][CH:11]=3)=[CH:18][N:17]=2)=[CH:22][C:23]=1[CH3:31])(=[O:4])=[O:3], predict the reactants needed to synthesize it. The reactants are: [CH3:1][S:2](Cl)(=[O:4])=[O:3].[Cl:6][C:7]1[CH:12]=[CH:11][C:10]([C:13]2[CH:14]=[CH:15][C:16]([C:19]#[C:20][C:21]3[CH:30]=[CH:29][C:24]([O:25][CH2:26][CH2:27][OH:28])=[C:23]([CH3:31])[CH:22]=3)=[N:17][CH:18]=2)=[CH:9][CH:8]=1.C(N(CC)CC)C. (3) Given the product [NH2:72][C@H:62]([C:51]1[C:50]([C:44]2[CH:45]=[CH:46][C:47]([Cl:49])=[C:48]3[C:43]=2[N:42]([CH3:80])[N:41]=[C:40]3[NH2:39])=[CH:55][CH:54]=[C:53]([C:56]#[C:57][C:58]([CH3:61])([CH3:60])[CH3:59])[N:52]=1)[CH2:63][C:64]1[CH:69]=[C:68]([F:70])[CH:67]=[C:66]([F:71])[CH:65]=1, predict the reactants needed to synthesize it. The reactants are: FC1C=C(C[C@H](NC(=O)OC(C)(C)C)C2C(C3C=NC(NN)=CC=3)=CC=C(C#CC(O)(C)C)N=2)C=C(F)C=1.[NH2:39][C:40]1[C:48]2[C:43](=[C:44]([C:50]3[C:51]([C@@H:62]([NH:72]C(=O)OC(C)(C)C)[CH2:63][C:64]4[CH:69]=[C:68]([F:70])[CH:67]=[C:66]([F:71])[CH:65]=4)=[N:52][C:53]([C:56]#[C:57][C:58]([CH3:61])([CH3:60])[CH3:59])=[CH:54][CH:55]=3)[CH:45]=[CH:46][C:47]=2[Cl:49])[N:42]([CH3:80])[N:41]=1. (4) Given the product [ClH:2].[Cl:2][C:3]1[CH:4]=[C:5]([NH:6][NH2:11])[CH:7]=[CH:8][C:9]=1[F:10], predict the reactants needed to synthesize it. The reactants are: Cl.[Cl:2][C:3]1[CH:4]=[C:5]([CH:7]=[CH:8][C:9]=1[F:10])[NH2:6].[N:11]([O-])=O.[Na+].S([O-])([O-])=O.[Na+].[Na+]. (5) Given the product [C:61]([O:54][C:51](=[O:53])[CH2:52][N:21]([CH2:18][CH2:19][C:28]1[CH:36]=[CH:32][CH:31]=[CH:30][CH:29]=1)[C:15]([C:12]1[NH:11][C:10]([CH2:9][CH2:8][CH3:7])=[CH:14][N:13]=1)=[O:17])([CH3:60])([CH3:62])[CH3:38], predict the reactants needed to synthesize it. The reactants are: C1([CH2:7][CH2:8][CH2:9][C:10]2[N:11]=[C:12]([C:15]([OH:17])=O)[NH:13][CH:14]=2)C=CC=CC=1.[CH:18]([N:21](C(C)C)CC)(C)[CH3:19].O[C:28]1[C:36]2N=NN[C:32]=2[CH:31]=[CH:30][CH:29]=1.Cl.[CH3:38]N(C)CCCN=C=NCC.[Cl-].[Na+].[C:51]([O:54]CC)(=[O:53])[CH3:52].CCC[CH2:60][CH2:61][CH3:62].